Dataset: Catalyst prediction with 721,799 reactions and 888 catalyst types from USPTO. Task: Predict which catalyst facilitates the given reaction. Reactant: [NH:1]1[C:10]2[C:5](=[CH:6][CH:7]=[CH:8][CH:9]=2)[NH:4][CH2:3][CH2:2]1.[Cl:11][C:12]1[CH:13]=[C:14]([CH:18]=[C:19]([Cl:22])[C:20]=1[OH:21])[C:15](Cl)=[O:16]. Product: [Cl:11][C:12]1[CH:13]=[C:14]([CH:18]=[C:19]([Cl:22])[C:20]=1[OH:21])[C:15]([N:1]1[C:10]2[C:5](=[CH:6][CH:7]=[CH:8][CH:9]=2)[N:4]([C:15]([C:14]2[CH:18]=[C:19]([Cl:22])[C:20]([OH:21])=[C:12]([Cl:11])[CH:13]=2)=[O:16])[CH2:3][CH2:2]1)=[O:16]. The catalyst class is: 13.